Dataset: Full USPTO retrosynthesis dataset with 1.9M reactions from patents (1976-2016). Task: Predict the reactants needed to synthesize the given product. (1) Given the product [CH3:9][NH:8][C:6](=[O:7])[C:5]1[CH:10]=[CH:11][C:2]([C:22]#[C:21][CH2:20][CH2:19][NH:23][C:24]([NH:26][CH2:27][C:28]2[CH:29]=[N:30][CH:31]=[CH:32][CH:33]=2)=[O:25])=[N:3][C:4]=1[NH:12][C:13]1[CH:18]=[CH:17][CH:16]=[CH:15][CH:14]=1, predict the reactants needed to synthesize it. The reactants are: Cl[C:2]1[CH:11]=[CH:10][C:5]([C:6]([NH:8][CH3:9])=[O:7])=[C:4]([NH:12][C:13]2[CH:18]=[CH:17][CH:16]=[CH:15][CH:14]=2)[N:3]=1.[CH2:19]([NH:23][C:24]([NH:26][CH2:27][C:28]1[CH:29]=[N:30][CH:31]=[CH:32][CH:33]=1)=[O:25])[CH2:20][C:21]#[CH:22].C(N(CC)CC)C. (2) Given the product [Br:5][C:6]1[CH:7]=[CH:8][C:9]([C:10]([OH:12])([CH2:1][CH3:2])[CH2:16][CH3:17])=[CH:14][CH:15]=1, predict the reactants needed to synthesize it. The reactants are: [CH2:1]([Mg]Br)[CH3:2].[Br:5][C:6]1[CH:15]=[CH:14][C:9]([C:10]([O:12]C)=O)=[CH:8][CH:7]=1.[CH2:16]1COC[CH2:17]1. (3) Given the product [CH:10]1[C:11]2[CH:12]([CH2:14][O:15][C:16]([NH:18][CH2:19][CH2:20][N:21]([CH2:31][C:32]([OH:34])=[O:33])[S:22]([CH2:25][CH2:26][CH2:27][N:28]=[N+:29]=[N-:30])(=[O:23])=[O:24])=[O:17])[C:13]3[C:5](=[CH:4][CH:3]=[CH:2][CH:1]=3)[C:6]=2[CH:7]=[CH:8][CH:9]=1, predict the reactants needed to synthesize it. The reactants are: [CH:1]1[C:13]2[CH:12]([CH2:14][O:15][C:16]([NH:18][CH2:19][CH2:20][N:21]([CH2:31][C:32]([O:34]C(C)(C)C)=[O:33])[S:22]([CH2:25][CH2:26][CH2:27][N:28]=[N+:29]=[N-:30])(=[O:24])=[O:23])=[O:17])[C:11]3[C:6](=[CH:7][CH:8]=[CH:9][CH:10]=3)[C:5]=2[CH:4]=[CH:3][CH:2]=1.FC(F)(F)C(O)=O. (4) Given the product [CH3:15][N:14]1[C:10]([CH:5]2[CH2:6][CH2:7][CH:8]=[CH:9][CH2:1][O:4]2)=[C:11]([N+:16]([O-:18])=[O:17])[CH:12]=[N:13]1, predict the reactants needed to synthesize it. The reactants are: [CH2:1]([O:4][CH:5]([C:10]1[N:14]([CH3:15])[N:13]=[CH:12][C:11]=1[N+:16]([O-:18])=[O:17])[CH2:6][CH2:7][CH:8]=[CH2:9])C=C. (5) Given the product [F:9][C:6]1[CH:5]=[C:4]([N+:10]([O-:12])=[O:11])[CH:3]=[C:2]([F:1])[C:7]=1[C:14]([CH3:13])([C:15]([O:17][CH2:18][CH3:19])=[O:16])[C:20]([O:22][CH2:23][CH3:24])=[O:21], predict the reactants needed to synthesize it. The reactants are: [F:1][C:2]1[CH:3]=[C:4]([N+:10]([O-:12])=[O:11])[CH:5]=[C:6]([F:9])[C:7]=1F.[CH3:13][CH:14]([C:20]([O:22][CH2:23][CH3:24])=[O:21])[C:15]([O:17][CH2:18][CH3:19])=[O:16].[OH-].[Na+].